Dataset: Forward reaction prediction with 1.9M reactions from USPTO patents (1976-2016). Task: Predict the product of the given reaction. (1) Given the reactants [CH2:1]([O:4][C:5]1[CH:6]=[CH:7][C:8]([Br:13])=[C:9]([CH:12]=1)[CH:10]=[O:11])[CH:2]=[CH2:3].[BH4-].[Na+], predict the reaction product. The product is: [CH2:1]([O:4][C:5]1[CH:6]=[CH:7][C:8]([Br:13])=[C:9]([CH:12]=1)[CH2:10][OH:11])[CH:2]=[CH2:3]. (2) Given the reactants Cl.[CH3:2][S:3]([C:6]1[CH:11]=[CH:10][CH:9]=[CH:8][C:7]=1[S:12]([NH:15][C:16]1[CH:17]=[C:18]2[C:22](=[CH:23][CH:24]=1)[N:21](COCC[Si](C)(C)C)[N:20]=[C:19]2[CH2:33][CH2:34][C:35]1[CH:40]=[CH:39][CH:38]=[CH:37][CH:36]=1)(=[O:14])=[O:13])(=[O:5])=[O:4].[OH-].[Na+], predict the reaction product. The product is: [CH3:2][S:3]([C:6]1[CH:11]=[CH:10][CH:9]=[CH:8][C:7]=1[S:12]([NH:15][C:16]1[CH:17]=[C:18]2[C:22](=[CH:23][CH:24]=1)[NH:21][N:20]=[C:19]2[CH2:33][CH2:34][C:35]1[CH:40]=[CH:39][CH:38]=[CH:37][CH:36]=1)(=[O:14])=[O:13])(=[O:5])=[O:4].